Dataset: Peptide-MHC class I binding affinity with 185,985 pairs from IEDB/IMGT. Task: Regression. Given a peptide amino acid sequence and an MHC pseudo amino acid sequence, predict their binding affinity value. This is MHC class I binding data. The MHC is HLA-A03:01 with pseudo-sequence HLA-A03:01. The peptide sequence is ASPVAQSYL. The binding affinity (normalized) is 0.163.